From a dataset of Forward reaction prediction with 1.9M reactions from USPTO patents (1976-2016). Predict the product of the given reaction. (1) Given the reactants [CH:1]([C:4]1[CH:5]=[CH:6][C:7]([O:12][CH3:13])=[C:8]([CH2:10][OH:11])[CH:9]=1)([CH3:3])[CH3:2].[CH3:14][S:15](Cl)(=[O:17])=[O:16], predict the reaction product. The product is: [CH3:14][S:15]([O:11][CH2:10][C:8]1[CH:9]=[C:4]([CH:1]([CH3:3])[CH3:2])[CH:5]=[CH:6][C:7]=1[O:12][CH3:13])(=[O:17])=[O:16]. (2) Given the reactants O=[C:2]([CH3:20])[CH:3]([CH2:9][C:10]1[CH:15]=[CH:14][C:13]([C:16]([F:19])([F:18])[F:17])=[CH:12][CH:11]=1)[C:4]([O:6]CC)=O.[Br:21][C:22]1[CH:28]=[CH:27][C:25]([NH2:26])=[CH:24][CH:23]=1.C1(C)C=CC(S(O)(=O)=O)=CC=1.C1(OC2C=CC=CC=2)C=CC=CC=1, predict the reaction product. The product is: [Br:21][C:22]1[CH:23]=[C:24]2[C:25](=[CH:27][CH:28]=1)[N:26]=[C:2]([CH3:20])[C:3]([CH2:9][C:10]1[CH:11]=[CH:12][C:13]([C:16]([F:17])([F:18])[F:19])=[CH:14][CH:15]=1)=[C:4]2[OH:6]. (3) The product is: [N+:8]([C:11]1[CH:16]=[CH:15][C:14]([CH:3]2[CH2:4][NH:5][CH2:6][CH2:7][N:2]2[CH3:1])=[CH:13][C:12]=1[C:18]1[O:19][C:20]2[CH:26]=[CH:25][CH:24]=[CH:23][C:21]=2[N:22]=1)([O-:10])=[O:9]. Given the reactants [CH3:1][N:2]1[CH2:7][CH2:6][NH:5][CH2:4][CH2:3]1.[N+:8]([C:11]1[CH:16]=[CH:15][C:14](F)=[CH:13][C:12]=1[C:18]1[O:19][C:20]2[CH:26]=[CH:25][CH:24]=[CH:23][C:21]=2[N:22]=1)([O-:10])=[O:9].C([O-])([O-])=O.[K+].[K+], predict the reaction product. (4) Given the reactants [C:1]([O:9][C@H:10]1[CH2:15][CH2:14][C:13](=[O:16])[CH2:12][C@@H:11]1[C:17]1[N:21]([CH3:22])[N:20]=[CH:19][CH:18]=1)(=[O:8])[C:2]1[CH:7]=[CH:6][CH:5]=[CH:4][CH:3]=1.[BH4-].[Na+].O, predict the reaction product. The product is: [C:1]([O:9][C@H:10]1[CH2:15][CH2:14][C@H:13]([OH:16])[CH2:12][C@@H:11]1[C:17]1[N:21]([CH3:22])[N:20]=[CH:19][CH:18]=1)(=[O:8])[C:2]1[CH:3]=[CH:4][CH:5]=[CH:6][CH:7]=1. (5) Given the reactants Br[C:2]1[CH:7]=[CH:6][C:5]([S:8]([N:11]([C:13]2[CH:32]=[CH:31][C:16]3[N:17]([CH2:24][CH:25]4[CH2:30][CH2:29][CH2:28][CH2:27][CH2:26]4)[C:18]([C:20]([CH3:23])([CH3:22])[CH3:21])=[N:19][C:15]=3[CH:14]=2)[CH3:12])(=[O:10])=[O:9])=[CH:4][CH:3]=1.C(CN)O.[CH3:37][N:38](C=O)[CH3:39], predict the reaction product. The product is: [C:20]([C:18]1[N:17]([CH2:24][CH:25]2[CH2:30][CH2:29][CH2:28][CH2:27][CH2:26]2)[C:16]2[CH:31]=[CH:32][C:13]([N:11]([CH3:12])[S:8]([C:5]3[CH:6]=[CH:7][C:2]([N:38]([CH3:39])[CH3:37])=[CH:3][CH:4]=3)(=[O:10])=[O:9])=[CH:14][C:15]=2[N:19]=1)([CH3:23])([CH3:22])[CH3:21].